This data is from Reaction yield outcomes from USPTO patents with 853,638 reactions. The task is: Predict the reaction yield, written as a fraction of the theoretical maximum amount of product (1.0 means a 100% yield; for example, 0.34 means a 34% yield). (1) The reactants are [CH3:1][NH:2][C:3]([C:10]1[CH:15]=[CH:14][CH:13]=[CH:12][CH:11]=1)=[CH:4][C:5]([O:7][CH2:8][CH3:9])=[O:6].[Br:16][C:17]1[CH:23]=[CH:22]C(N)=[CH:19][C:18]=1[O:24][CH3:25].CC1C=CC(S([O-])(=O)=O)=CC=1.C1C=C[NH+]=CC=1. The catalyst is C(Cl)Cl. The product is [Br:16][C:17]1[CH:23]=[CH:22][C:1]([NH:2][C:3]([C:10]2[CH:11]=[CH:12][CH:13]=[CH:14][CH:15]=2)=[CH:4][C:5]([O:7][CH2:8][CH3:9])=[O:6])=[CH:19][C:18]=1[O:24][CH3:25]. The yield is 0.800. (2) The reactants are Br[C:2]1[CH:7]=[C:6]([C:8]2([C:19]3[CH:24]=[C:23]([CH3:25])[C:22]([O:26][CH3:27])=[C:21]([CH3:28])[N:20]=3)[C:16]3[C:11](=[C:12]([F:17])[CH:13]=[CH:14][CH:15]=3)[C:10]([NH2:18])=[N:9]2)[CH:5]=[CH:4][N:3]=1.[N:29]1[CH:34]=[C:33](B(O)O)[CH:32]=[N:31][CH:30]=1. No catalyst specified. The product is [F:17][C:12]1[CH:13]=[CH:14][CH:15]=[C:16]2[C:11]=1[C:10]([NH2:18])=[N:9][C:8]2([C:19]1[CH:24]=[C:23]([CH3:25])[C:22]([O:26][CH3:27])=[C:21]([CH3:28])[N:20]=1)[C:6]1[CH:5]=[CH:4][N:3]=[C:2]([C:33]2[CH:34]=[N:29][CH:30]=[N:31][CH:32]=2)[CH:7]=1. The yield is 0.0700. (3) The reactants are [CH3:1][C:2]1[C:7]([CH3:8])=[CH:6][C:5]([C:9]([F:12])([F:11])[F:10])=[CH:4][N:3]=1.ClC1C=C(C=CC=1)C(OO)=[O:18].C([O-])(O)=O.[Na+]. The catalyst is C(Cl)Cl. The product is [CH3:1][C:2]1[C:7]([CH3:8])=[CH:6][C:5]([C:9]([F:11])([F:12])[F:10])=[CH:4][N+:3]=1[O-:18]. The yield is 0.810. (4) The yield is 0.900. The product is [NH:8]1[CH2:9][CH2:10][CH:11]([O:14][C:15]2[CH:20]=[CH:19][C:18]([CH:21]=[CH:22][C:23]([N:25]3[CH2:30][CH2:29][O:28][CH2:27][CH2:26]3)=[O:24])=[CH:17][CH:16]=2)[CH2:12][CH2:13]1. The reactants are C(OC([N:8]1[CH2:13][CH2:12][CH:11]([O:14][C:15]2[CH:20]=[CH:19][C:18]([CH:21]=[CH:22][C:23]([N:25]3[CH2:30][CH2:29][O:28][CH2:27][CH2:26]3)=[O:24])=[CH:17][CH:16]=2)[CH2:10][CH2:9]1)=O)(C)(C)C.FC(F)(F)C(O)=O.O. The catalyst is ClCCl. (5) The reactants are [CH3:1][S:2][CH2:3][CH2:4][C:5]1[C:14]2[C:9](=[CH:10][CH:11]=[CH:12][CH:13]=2)[CH:8]=[C:7]([C:15]([OH:17])=O)[N:6]=1.[NH:18]1[CH:22]=[CH:21][N:20]=[C:19]1[NH:23][C:24]([C:26]1[C:34]2[NH:33][C:32]([NH2:35])=[N:31][C:30]=2[CH:29]=[CH:28][CH:27]=1)=[O:25].CN(C(ON1N=NC2C=CC=CC1=2)=[N+](C)C)C.F[P-](F)(F)(F)(F)F.CCN(C(C)C)C(C)C. The catalyst is CN(C=O)C. The product is [NH:20]1[CH:21]=[CH:22][N:18]=[C:19]1[NH:23][C:24]([C:26]1[C:34]2[N:33]=[C:32]([NH:35][C:15]([C:7]3[N:6]=[C:5]([CH2:4][CH2:3][S:2][CH3:1])[C:14]4[C:9]([CH:8]=3)=[CH:10][CH:11]=[CH:12][CH:13]=4)=[O:17])[NH:31][C:30]=2[CH:29]=[CH:28][CH:27]=1)=[O:25]. The yield is 0.550. (6) The reactants are [CH3:1][O:2][C:3](=[O:20])[C:4]1[CH:13]=[C:12]([O:14][CH:15]([CH3:17])[CH3:16])[CH:11]=[C:6]([C:7]([O:9][CH3:10])=[O:8])[C:5]=1[CH2:18]Br.[C-:21]#[N:22].[Na+]. The catalyst is CS(C)=O.O. The product is [C:21]([CH2:18][C:5]1[C:4]([C:3]([O:2][CH3:1])=[O:20])=[CH:13][C:12]([O:14][CH:15]([CH3:17])[CH3:16])=[CH:11][C:6]=1[C:7]([O:9][CH3:10])=[O:8])#[N:22]. The yield is 0.870. (7) The reactants are [OH:1][NH:2][C:3]([CH3:10])([C:5]([NH:8][OH:9])([CH3:7])[CH3:6])[CH3:4].[CH3:11][O:12][C:13]1[CH:20]=[CH:19][C:16]([CH:17]=O)=[CH:15][CH:14]=1. The catalyst is CO. The product is [OH:1][N:2]1[C:3]([CH3:10])([CH3:4])[C:5]([CH3:7])([CH3:6])[N:8]([OH:9])[CH:17]1[C:16]1[CH:19]=[CH:20][C:13]([O:12][CH3:11])=[CH:14][CH:15]=1. The yield is 0.340. (8) The reactants are [Cl:1][C:2]1[CH:7]=[CH:6][N:5]=[C:4]([C@@H:8]([NH:12][S@:13]([C:15]([CH3:18])([CH3:17])[CH3:16])=[O:14])[CH2:9][CH:10]=[CH2:11])[C:3]=1[F:19].ClC1C=CN=C(/C=N/[S@](C(C)(C)C)=O)C=1F.C([Mg]Br)C=C. The catalyst is C1COCC1.C(O)(C)C.CCCCCCC. The product is [Cl:1][C:2]1[CH:7]=[CH:6][N:5]=[C:4]([C@H:8]([NH:12][S@:13]([C:15]([CH3:18])([CH3:17])[CH3:16])=[O:14])[CH2:9][CH:10]=[CH2:11])[C:3]=1[F:19]. The yield is 0.0700. (9) The reactants are C([N:3](CC)CC)C.[Al+3].[Cl-].[Cl-].[Cl-].[C:12]1([C:21]2[C:16](=[CH:17][CH:18]=[CH:19][CH:20]=2)[CH2:15][O:14]1)=[O:13].CCOC(C)=O. The catalyst is ClCCCl. The product is [OH:14][CH2:15][C:16]1[CH:17]=[CH:18][CH:19]=[CH:20][C:21]=1[C:12]([NH2:3])=[O:13]. The yield is 0.270.